Task: Predict the product of the given reaction.. Dataset: Forward reaction prediction with 1.9M reactions from USPTO patents (1976-2016) Given the reactants [O:1]=[C:2]1[N:6]2[C:7]3[CH:14]=[CH:13][C:12]([N:15]4[CH2:20][CH2:19][O:18][CH2:17][C:16]4=[O:21])=[CH:11][C:8]=3[O:9][CH2:10][C@H:5]2[C@H:4]([CH2:22][N:23]2C(=O)C3C(=CC=CC=3)C2=O)[O:3]1.C(Cl)Cl.CO, predict the reaction product. The product is: [NH2:23][CH2:22][C@H:4]1[C@H:5]2[N:6]([C:7]3[CH:14]=[CH:13][C:12]([N:15]4[CH2:20][CH2:19][O:18][CH2:17][C:16]4=[O:21])=[CH:11][C:8]=3[O:9][CH2:10]2)[C:2](=[O:1])[O:3]1.